Dataset: Reaction yield outcomes from USPTO patents with 853,638 reactions. Task: Predict the reaction yield, written as a fraction of the theoretical maximum amount of product (1.0 means a 100% yield; for example, 0.34 means a 34% yield). (1) The product is [CH:1]1([CH2:4][S:5]([C:8]([CH3:13])([CH3:12])[C:9]([NH:40][C:37]2[NH:36][C:35]([C:31]3[CH:32]=[CH:33][CH:34]=[C:29]([O:28][CH3:27])[CH:30]=3)=[N:39][N:38]=2)=[O:11])(=[O:6])=[O:7])[CH2:2][CH2:3]1. The reactants are [CH:1]1([CH2:4][S:5]([C:8]([CH3:13])([CH3:12])[C:9]([OH:11])=O)(=[O:7])=[O:6])[CH2:3][CH2:2]1.S(Cl)(Cl)=O.C(N(CC)C(C)C)(C)C.[CH3:27][O:28][C:29]1[CH:30]=[C:31]([C:35]2[NH:36][C:37]([NH2:40])=[N:38][N:39]=2)[CH:32]=[CH:33][CH:34]=1. The yield is 0.460. No catalyst specified. (2) The reactants are [CH3:1][N:2]1[C:13](=[O:14])[C@H:12]([CH2:15][C:16]([O:18]C(C)(C)C)=[O:17])[CH2:11][CH:10]=[CH:9][CH2:8][CH2:7][C:6](=[O:23])[O:5][C@H:4]([C:24]2[CH:29]=[CH:28][CH:27]=[CH:26][CH:25]=2)[CH2:3]1.FC(F)(F)C(O)=O. The catalyst is C(Cl)Cl. The product is [CH3:1][N:2]1[C:13](=[O:14])[C@H:12]([CH2:15][C:16]([OH:18])=[O:17])[CH2:11][CH:10]=[CH:9][CH2:8][CH2:7][C:6](=[O:23])[O:5][C@H:4]([C:24]2[CH:25]=[CH:26][CH:27]=[CH:28][CH:29]=2)[CH2:3]1. The yield is 1.00. (3) The reactants are [CH:1]1[CH:6]=[C:5]2[C:7]([C:9](O)(O)[C:10](=[O:11])[C:4]2=[CH:3][CH:2]=1)=[O:8].[C:14]1([S:20][CH3:21])[CH:19]=[CH:18][CH:17]=[CH:16][CH:15]=1.C(=O)(O)[O-].[Na+]. The catalyst is FC(F)(F)C(O)=O. The product is [CH3:21][S:20][C:14]1[CH:19]=[CH:18][CH:17]=[CH:16][C:15]=1[CH:9]1[C:10](=[O:11])[C:4]2[C:5](=[CH:6][CH:1]=[CH:2][CH:3]=2)[C:7]1=[O:8]. The yield is 0.130.